Dataset: Catalyst prediction with 721,799 reactions and 888 catalyst types from USPTO. Task: Predict which catalyst facilitates the given reaction. (1) Reactant: [C:1]([N:5]1[C:9](=[O:10])[CH:8]=[C:7]([C:11]2[CH:16]=[CH:15][CH:14]=[C:13]([O:17][Si](C(C)(C)C)(C)C)[CH:12]=2)[S:6]1(=[O:26])=[O:25])([CH3:4])([CH3:3])[CH3:2].[F-].C([N+](CCCC)(CCCC)CCCC)CCC. Product: [C:1]([N:5]1[C:9](=[O:10])[CH:8]=[C:7]([C:11]2[CH:16]=[CH:15][CH:14]=[C:13]([OH:17])[CH:12]=2)[S:6]1(=[O:25])=[O:26])([CH3:4])([CH3:2])[CH3:3]. The catalyst class is: 54. (2) The catalyst class is: 6. Reactant: S(O)(O)(=O)=O.[CH3:6][O:7][C:8](=[NH:10])[NH2:9].[OH-:11].[Na+].[C:13](Cl)(=[O:20])[C:14]1[CH:19]=[CH:18][CH:17]=[CH:16][CH:15]=1. Product: [C:13]([NH:10][C:8](=[N:9][C:13](=[O:11])[C:14]1[CH:19]=[CH:18][CH:17]=[CH:16][CH:15]=1)[O:7][CH3:6])(=[O:20])[C:14]1[CH:19]=[CH:18][CH:17]=[CH:16][CH:15]=1. (3) Reactant: [OH-].[K+].[C:3]([O:7][C:8]([N:10]([CH:12]([C:18]([O:20]CC)=[O:19])[C:13]([O:15][CH2:16][CH3:17])=[O:14])[CH3:11])=[O:9])([CH3:6])([CH3:5])[CH3:4]. Product: [C:3]([O:7][C:8]([N:10]([CH3:11])[C@H:12]([C:18]([OH:20])=[O:19])[C:13](=[O:14])[O:15][CH2:16][CH3:17])=[O:9])([CH3:6])([CH3:4])[CH3:5]. The catalyst class is: 8. (4) Reactant: [OH:1][C:2]1[CH:10]=[C:9]([O:11][CH3:12])[CH:8]=[CH:7][C:3]=1[C:4](O)=[O:5].S(Cl)([Cl:15])=O.CN(C=O)C. Product: [OH:1][C:2]1[CH:10]=[C:9]([O:11][CH3:12])[CH:8]=[CH:7][C:3]=1[C:4]([Cl:15])=[O:5]. The catalyst class is: 26. (5) The catalyst class is: 594. Product: [Br:8][C:6]1[CH:7]=[C:2]([NH:1][C:18](=[O:19])[O:17][C:13]([CH3:16])([CH3:15])[CH3:14])[CH:3]=[C:4]([C:9]([F:12])([F:10])[F:11])[CH:5]=1. Reactant: [NH2:1][C:2]1[CH:3]=[C:4]([C:9]([F:12])([F:11])[F:10])[CH:5]=[C:6]([Br:8])[CH:7]=1.[C:13]([O:17][C:18](O[C:18]([O:17][C:13]([CH3:16])([CH3:15])[CH3:14])=[O:19])=[O:19])([CH3:16])([CH3:15])[CH3:14]. (6) Reactant: [NH2:1][CH2:2][CH2:3][C:4]1[CH:9]=[CH:8][C:7]([OH:10])=[CH:6][CH:5]=1.[C:11](O[C:11]([O:13][C:14]([CH3:17])([CH3:16])[CH3:15])=[O:12])([O:13][C:14]([CH3:17])([CH3:16])[CH3:15])=[O:12].C(=O)(O)[O-].[Na+]. Product: [OH:10][C:7]1[CH:8]=[CH:9][C:4]([CH2:3][CH2:2][NH:1][C:11](=[O:12])[O:13][C:14]([CH3:17])([CH3:16])[CH3:15])=[CH:5][CH:6]=1. The catalyst class is: 30. (7) The catalyst class is: 3. Reactant: Cl[CH2:2][C:3]1[CH:4]=[C:5]([C:8]([C:10]2[C:11]([NH:16][C@H:17]3[CH2:21][C@H:20]([O:22][Si:23]([CH:30]([CH3:32])[CH3:31])([CH:27]([CH3:29])[CH3:28])[CH:24]([CH3:26])[CH3:25])[C@@H:19]([CH2:33][OH:34])[CH2:18]3)=[N:12][CH:13]=[N:14][CH:15]=2)=[O:9])[S:6][CH:7]=1.[CH3:35][NH:36][C:37]1[CH:42]=[CH:41][CH:40]=[C:39]([Cl:43])[CH:38]=1.C([O-])([O-])=O.[K+].[K+]. Product: [Cl:43][C:39]1[CH:38]=[C:37]([N:36]([CH2:2][C:3]2[CH:4]=[C:5]([C:8]([C:10]3[C:11]([NH:16][C@H:17]4[CH2:21][C@H:20]([O:22][Si:23]([CH:30]([CH3:32])[CH3:31])([CH:27]([CH3:28])[CH3:29])[CH:24]([CH3:25])[CH3:26])[C@@H:19]([CH2:33][OH:34])[CH2:18]4)=[N:12][CH:13]=[N:14][CH:15]=3)=[O:9])[S:6][CH:7]=2)[CH3:35])[CH:42]=[CH:41][CH:40]=1. (8) Reactant: F[C:2]1[CH:3]=[C:4]([CH:7]=[C:8]([C:10]([F:13])([F:12])[F:11])[CH:9]=1)[C:5]#[N:6].[CH3:14][C:15]1[NH:16][CH:17]=[CH:18][N:19]=1. Product: [CH3:14][C:15]1[N:16]([C:2]2[CH:3]=[C:4]([CH:7]=[C:8]([C:10]([F:13])([F:12])[F:11])[CH:9]=2)[C:5]#[N:6])[CH:17]=[CH:18][N:19]=1. The catalyst class is: 80. (9) Reactant: [N+:1]([C:4]1[CH:5]=[CH:6][C:7]([O:28][C:29]([F:32])([F:31])[F:30])=[C:8]([NH:10][C:11]2[N:20]=[CH:19][C:18]3[CH2:17][CH2:16][C:15]4[C:21]([C:25]([NH2:27])=[O:26])=[N:22][N:23]([CH3:24])[C:14]=4[C:13]=3[N:12]=2)[CH:9]=1)([O-])=O.CO. Product: [NH2:1][C:4]1[CH:5]=[CH:6][C:7]([O:28][C:29]([F:30])([F:32])[F:31])=[C:8]([NH:10][C:11]2[N:20]=[CH:19][C:18]3[CH2:17][CH2:16][C:15]4[C:21]([C:25]([NH2:27])=[O:26])=[N:22][N:23]([CH3:24])[C:14]=4[C:13]=3[N:12]=2)[CH:9]=1. The catalyst class is: 693.